This data is from NCI-60 drug combinations with 297,098 pairs across 59 cell lines. The task is: Regression. Given two drug SMILES strings and cell line genomic features, predict the synergy score measuring deviation from expected non-interaction effect. Drug 1: COC1=CC(=CC(=C1O)OC)C2C3C(COC3=O)C(C4=CC5=C(C=C24)OCO5)OC6C(C(C7C(O6)COC(O7)C8=CC=CS8)O)O. Drug 2: CN(C(=O)NC(C=O)C(C(C(CO)O)O)O)N=O. Cell line: UACC-257. Synergy scores: CSS=3.95, Synergy_ZIP=-3.42, Synergy_Bliss=-7.17, Synergy_Loewe=-61.2, Synergy_HSA=-5.48.